This data is from Experimentally validated miRNA-target interactions with 360,000+ pairs, plus equal number of negative samples. The task is: Binary Classification. Given a miRNA mature sequence and a target amino acid sequence, predict their likelihood of interaction. (1) The miRNA is hsa-miR-3135b with sequence GGCUGGAGCGAGUGCAGUGGUG. The protein sequence of the target gene is MSIVTVQLGQCGNQIGFEVFDALLSDSHSSQGLCSMRENEAYQASCKERFFSEEENGVPIARAVLVDMEPKVINQMLSKAAQSGQWKYGQHACFCQKQGSGNNWAYGYSVHGPRHEESIMNIIRKEVEKCDSFSGFFIIMSMAGGTGSGLGAFVTQNLEDQYSNSLKMNQIIWPYGTGEVIVQNYNSILTLSHLYRSSDALLLHENDAIHKICAKLMNIKQISFSDINQVLAHQLGSVFQPTYSAESSFHYRRNPLGDLMEHLVPHPEFKMLSVRNIPHMSENSLAYTTFTWAGLLKHLR.... Result: 1 (interaction). (2) The miRNA is hsa-miR-548av-5p with sequence AAAAGUACUUGCGGAUUU. The protein sequence of the target gene is MAGSGRLVLRPWIRELILGSETPSSPRAGQLLEVLQDAEAAVAGPSHAPDTSDVGATLLVSDGTHSVRCLVTREALDTSDWEEKEFGFRGTEGRLLLLQDCGVHVQVAEGGAPAEFYLQVDRFSLLPTEQPRLRVPGCNQDLDVQKKLYDCLEEHLSESTSSNAGLSLSQLLDEMREDQEHQGALVCLAESCLTLEGPCTAPPVTHWAASRCKATGEAVYTVPSSMLCISENDQLILSSLGPCQRTQGPELPPPDPALQDLSLTLIASPPSSPSSSGTPALPGHMSSEESGTSISLLPAL.... Result: 0 (no interaction). (3) The miRNA is hsa-miR-4464 with sequence AAGGUUUGGAUAGAUGCAAUA. The protein sequence of the target gene is MAAGQREARPQVSLTFEDVAVLFTWDEWRKLAPSQRNLYRDVMLENYRNLVSLGLSFTKPKVISLLQQGEDPWEVEKDSSGVSSLGCKSTPKMTKSTQTQDSFQEQIRKRLKRDEPWNFISERSCIYEEKLKKQQDKNENLQIISVAHTKILTVDRSHKNVEFGQNFYLKSVFIKQQRFAKEKTPSKCEIQRNSFKQNSNLLNQSKIKTAEKRYKCSTCEKAFIHNSSLRKHQKNHTGEKLFKCKECLKAFSQSSALIQHQRTHTGEKPYICKECGKAFSHSASLCKHLRTHTVEKCYRC.... Result: 0 (no interaction).